Task: Predict the product of the given reaction.. Dataset: Forward reaction prediction with 1.9M reactions from USPTO patents (1976-2016) (1) Given the reactants C([O:4][C@@:5]1([CH2:36][CH3:37])[C:33]2[CH:32]=[C:31]3[N:11]([CH2:12][C:13]4[C:14]3=[N:15][C:16]3[C:17]5[C:18]=4[N:19]([CH2:27][CH2:28][CH2:29][CH3:30])[C:20](=[O:26])[NH:21][C:22]=5[CH:23]=[CH:24][CH:25]=3)[C:10](=[O:34])[C:9]=2[CH2:8][O:7][C:6]1=[O:35])(=O)C.NN.Cl, predict the reaction product. The product is: [CH2:27]([N:19]1[C:18]2=[C:13]3[CH2:12][N:11]4[C:31](=[CH:32][C:33]5[C@:5]([CH2:36][CH3:37])([OH:4])[C:6](=[O:35])[O:7][CH2:8][C:9]=5[C:10]4=[O:34])[C:14]3=[N:15][C:16]3[C:17]2=[C:22]([CH:23]=[CH:24][CH:25]=3)[NH:21][C:20]1=[O:26])[CH2:28][CH2:29][CH3:30]. (2) The product is: [CH3:1][S:2][C:3]1[S:4][CH:5]=[C:6]([C:8]([Cl:13])=[O:10])[N:7]=1. Given the reactants [CH3:1][S:2][C:3]1[S:4][CH:5]=[C:6]([C:8]([OH:10])=O)[N:7]=1.S(Cl)([Cl:13])=O, predict the reaction product.